Dataset: Forward reaction prediction with 1.9M reactions from USPTO patents (1976-2016). Task: Predict the product of the given reaction. (1) The product is: [Br:1][CH2:2][CH2:3][P:8](=[O:12])([O:9][CH2:10][CH3:11])[O:7][CH2:5][CH3:6]. Given the reactants [Br:1][CH2:2][CH2:3]Br.[CH2:5]([O:7][P:8]([O:12]CC)[O:9][CH2:10][CH3:11])[CH3:6], predict the reaction product. (2) The product is: [O:3]1[CH2:4][CH2:5][CH2:6][CH:2]1[C:7]([O:9][CH3:23])=[O:8]. Given the reactants C[C:2]1([C:7]([OH:9])=[O:8])[CH2:6][CH2:5][CH2:4][O:3]1.OS(O)(=O)=O.N.[O-]S([O-])(=O)=O.[Na+].[Na+].[CH3:23]O, predict the reaction product. (3) Given the reactants [CH3:1][NH:2][CH2:3][C:4]1[S:8][C:7]2[CH:9]=[CH:10][CH:11]=[CH:12][C:6]=2[C:5]=1[CH3:13].CNCC1C=CC2C(=CC=CC=2)C=1CCC.[ClH:30].[CH3:31][N:32]1[CH2:37][CH2:36][N:35]([C:38](=[O:57])[CH2:39][N:40]2[CH2:46][C:45]3[CH:47]=[C:48](/[CH:51]=[CH:52]/[C:53](O)=[O:54])[CH:49]=[N:50][C:44]=3[NH:43][C:42](=[O:56])[CH2:41]2)[CH2:34][CH2:33]1.Cl.CN1CC2C=C(/C=C/C(O)=O)C=NC=2NC(=O)C1, predict the reaction product. The product is: [ClH:30].[CH3:1][N:2]([CH2:3][C:4]1[S:8][C:7]2[CH:9]=[CH:10][CH:11]=[CH:12][C:6]=2[C:5]=1[CH3:13])[C:53](=[O:54])/[CH:52]=[CH:51]/[C:48]1[CH:49]=[N:50][C:44]2[NH:43][C:42](=[O:56])[CH2:41][N:40]([CH2:39][C:38]([N:35]3[CH2:34][CH2:33][N:32]([CH3:31])[CH2:37][CH2:36]3)=[O:57])[CH2:46][C:45]=2[CH:47]=1. (4) The product is: [CH:21]1([CH:14]([C:15]2[CH:20]=[CH:19][CH:18]=[CH:17][CH:16]=2)[CH2:13][NH:12][C:10]2[C:9]3[C:4](=[CH:5][CH:6]=[CH:7][CH:8]=3)[N:3]=[C:2]([C:35]3[CH:34]=[CH:33][C:32]([NH:31][S:28]([CH3:27])(=[O:29])=[O:30])=[CH:37][CH:36]=3)[N:11]=2)[CH2:26][CH2:25][CH2:24][CH2:23][CH2:22]1. Given the reactants Cl[C:2]1[N:11]=[C:10]([NH:12][CH2:13][CH:14]([CH:21]2[CH2:26][CH2:25][CH2:24][CH2:23][CH2:22]2)[C:15]2[CH:20]=[CH:19][CH:18]=[CH:17][CH:16]=2)[C:9]2[C:4](=[CH:5][CH:6]=[CH:7][CH:8]=2)[N:3]=1.[CH3:27][S:28]([NH:31][C:32]1[CH:37]=[CH:36][C:35](B(O)O)=[CH:34][CH:33]=1)(=[O:30])=[O:29].C1(C(C2C=CC=CN=2)CNC2C3C(=CC=CC=3)N=C(C3C=CC(NS(C)(=O)=O)=CC=3)N=2)C=CC=CC=1, predict the reaction product. (5) Given the reactants COC1C=C(N2CCC(C3C=CC=CC=3N)C2)C=CC=1.Cl.[N:22]1([CH2:29][CH2:30][O:31][C:32]2[CH:40]=[CH:39][C:35]([C:36](O)=O)=[CH:34][CH:33]=2)[CH2:28][CH2:27][CH2:26][CH2:25][CH2:24][CH2:23]1.N1(CCOC2C=C[C:54]([CH2:55][NH:56][C:57]3[CH:62]=[CH:61][CH:60]=[CH:59][C:58]=3[CH:63]3[CH2:67][CH2:66][N:65]([C:68]4[CH:73]=[CH:72][CH:71]=[C:70]([O:74][CH3:75])[CH:69]=4)[CH2:64]3)=CC=2)CCCCCC1, predict the reaction product. The product is: [N:22]1([CH2:29][CH2:30][O:31][C:32]2[CH:40]=[CH:39][C:35]([CH2:36][N:56]([CH2:55][CH3:54])[C:57]3[CH:62]=[CH:61][CH:60]=[CH:59][C:58]=3[CH:63]3[CH2:67][CH2:66][N:65]([C:68]4[CH:73]=[CH:72][CH:71]=[C:70]([O:74][CH3:75])[CH:69]=4)[CH2:64]3)=[CH:34][CH:33]=2)[CH2:28][CH2:27][CH2:26][CH2:25][CH2:24][CH2:23]1.